This data is from Full USPTO retrosynthesis dataset with 1.9M reactions from patents (1976-2016). The task is: Predict the reactants needed to synthesize the given product. (1) Given the product [N:3]1[N:4]([CH2:12][CH2:13][C:14]#[C:15][C:16]2[N:21]=[C:20]([CH:22]([OH:24])[CH3:23])[CH:19]=[CH:18][CH:17]=2)[N:5]=[C:6]2[CH:11]=[CH:10][CH:9]=[CH:8][C:7]=12, predict the reactants needed to synthesize it. The reactants are: [BH4-].[Na+].[N:3]1[N:4]([CH2:12][CH2:13][C:14]#[C:15][C:16]2[N:21]=[C:20]([C:22](=[O:24])[CH3:23])[CH:19]=[CH:18][CH:17]=2)[N:5]=[C:6]2[CH:11]=[CH:10][CH:9]=[CH:8][C:7]=12. (2) Given the product [C:1]([O:5][C:6]([N:8]1[C@@H:12]([C:13]([CH3:21])([O:22][C:42]([O:41][C:38]2[CH:39]=[CH:40][CH:35]=[CH:36][CH:37]=2)=[S:43])[CH2:14][C:15]2[CH:16]=[CH:17][CH:18]=[CH:19][CH:20]=2)[CH2:11][O:10][C:9]1([CH3:24])[CH3:23])=[O:7])([CH3:4])([CH3:2])[CH3:3], predict the reactants needed to synthesize it. The reactants are: [C:1]([O:5][C:6]([N:8]1[C@@H:12]([C:13]([OH:22])([CH3:21])[CH2:14][C:15]2[CH:20]=[CH:19][CH:18]=[CH:17][CH:16]=2)[CH2:11][O:10][C:9]1([CH3:24])[CH3:23])=[O:7])([CH3:4])([CH3:3])[CH3:2].[Li].C[Si]([N-][Si](C)(C)C)(C)C.[CH:35]1[CH:40]=[CH:39][C:38]([O:41][C:42](Cl)=[S:43])=[CH:37][CH:36]=1. (3) Given the product [Cl:1][C:2]1[CH:7]=[CH:6][C:5]([C:8]2[C:26](=[O:27])[N:25]([CH3:28])[C:11]3[N:12]([CH3:24])[C:13]4[C:18]([C:10]=3[CH:9]=2)=[CH:17][C:16]([C:19]2[CH:23]=[CH:22][N:21]([CH2:31][CH3:32])[N:20]=2)=[CH:15][CH:14]=4)=[C:4]([F:29])[CH:3]=1, predict the reactants needed to synthesize it. The reactants are: [Cl:1][C:2]1[CH:7]=[CH:6][C:5]([C:8]2[C:26](=[O:27])[N:25]([CH3:28])[C:11]3[N:12]([CH3:24])[C:13]4[C:18]([C:10]=3[CH:9]=2)=[CH:17][C:16]([C:19]2[NH:20][N:21]=[CH:22][CH:23]=2)=[CH:15][CH:14]=4)=[C:4]([F:29])[CH:3]=1.I[CH2:31][CH3:32]. (4) Given the product [C:34]([O:38][C:39]([NH:41][C@:42]([CH3:43])([CH:54]=[CH:8][C:4]1[N:3]([CH3:2])[CH:7]=[CH:6][CH:5]=1)[CH2:45][O:46][C:47](=[O:53])[CH2:48][CH2:49][CH2:50][CH2:51][CH3:52])=[O:40])([CH3:37])([CH3:36])[CH3:35], predict the reactants needed to synthesize it. The reactants are: [I-].[CH3:2][N:3]1[CH:7]=[CH:6][CH:5]=[C:4]1[CH2:8][P+](C1C=CC=CC=1)(C1C=CC=CC=1)C1C=CC=CC=1.CC(C)([O-])C.[K+].[C:34]([O:38][C:39]([NH:41][C@:42]([CH3:54])([CH2:45][O:46][C:47](=[O:53])[CH2:48][CH2:49][CH2:50][CH2:51][CH3:52])[CH2:43]O)=[O:40])([CH3:37])([CH3:36])[CH3:35].[Cl-].[NH4+]. (5) The reactants are: Cl[C:2]1[C:11]2[C:6](=[CH:7][C:8]([S:12]([N:15]([CH2:21][C:22]3[CH:27]=[CH:26][C:25]([O:28][CH3:29])=[CH:24][C:23]=3[O:30][CH3:31])[C:16]3[S:17][CH:18]=[CH:19][N:20]=3)(=[O:14])=[O:13])=[CH:9][CH:10]=2)[C:5]([F:32])=[CH:4][N:3]=1.[CH3:33][O:34][C:35]1[CH:40]=[C:39]([C:41]([F:44])([F:43])[F:42])[CH:38]=[CH:37][C:36]=1B(O)O.C(=O)([O-])[O-].[K+].[K+].O1CCOCC1. Given the product [CH3:31][O:30][C:23]1[CH:24]=[C:25]([O:28][CH3:29])[CH:26]=[CH:27][C:22]=1[CH2:21][N:15]([C:16]1[S:17][CH:18]=[CH:19][N:20]=1)[S:12]([C:8]1[CH:7]=[C:6]2[C:11](=[CH:10][CH:9]=1)[C:2]([C:36]1[CH:37]=[CH:38][C:39]([C:41]([F:44])([F:43])[F:42])=[CH:40][C:35]=1[O:34][CH3:33])=[N:3][CH:4]=[C:5]2[F:32])(=[O:14])=[O:13], predict the reactants needed to synthesize it. (6) Given the product [CH2:10]([O:11][C:12]1[CH:17]=[C:16]([C:18](=[O:19])[CH2:20][C:3](=[O:4])[CH:2]([F:8])[F:1])[CH:15]=[CH:14][CH:13]=1)[CH3:9], predict the reactants needed to synthesize it. The reactants are: [F:1][CH:2]([F:8])[C:3](OCC)=[O:4].[CH3:9][CH2:10][O:11][C:12]1[CH:17]=[C:16]([C:18]([CH3:20])=[O:19])[CH:15]=[CH:14][CH:13]=1. (7) Given the product [C:36](=[O:37])([O:38][CH3:39])[O:22][CH2:21]/[CH:20]=[CH:19]/[C:10]1[C:11]([C:12]2[CH:13]=[N:14][CH:15]=[C:16]([CH3:18])[CH:17]=2)=[C:6]2[CH:5]=[N:4][N:3]([CH2:1][CH3:2])[C:7]2=[N:8][C:9]=1[CH2:23][O:24][CH3:25], predict the reactants needed to synthesize it. The reactants are: [CH2:1]([N:3]1[C:7]2=[N:8][C:9]([CH2:23][O:24][CH3:25])=[C:10](/[CH:19]=[CH:20]/[CH2:21][OH:22])[C:11]([C:12]3[CH:13]=[N:14][CH:15]=[C:16]([CH3:18])[CH:17]=3)=[C:6]2[CH:5]=[N:4]1)[CH3:2].C(N(C(C)C)CC)(C)C.Cl[C:36]([O:38][CH3:39])=[O:37]. (8) Given the product [CH2:1]1[C:5]2=[C:6]3[CH:12]([CH2:13][CH2:14][NH:15][C:16](=[O:19])[CH2:17][CH3:18])[CH2:11][CH2:10][C:7]3=[N:8][CH:9]=[C:4]2[O:3][CH2:2]1, predict the reactants needed to synthesize it. The reactants are: [CH2:1]1[C:5]2=[C:6]3[C:7]([CH2:10][CH2:11]/[C:12]/3=[CH:13]\[CH2:14][NH:15][C:16](=[O:19])[CH2:17][CH3:18])=[N:8][CH:9]=[C:4]2[O:3][CH2:2]1.